This data is from Catalyst prediction with 721,799 reactions and 888 catalyst types from USPTO. The task is: Predict which catalyst facilitates the given reaction. (1) Reactant: C([O:3][C:4](=[O:12])[CH2:5][N:6]1[CH:10]=[C:9]([CH3:11])[N:8]=[N:7]1)C.CO.[OH-].[Li+].Cl. Product: [CH3:11][C:9]1[N:8]=[N:7][N:6]([CH2:5][C:4]([OH:12])=[O:3])[CH:10]=1. The catalyst class is: 7. (2) Product: [CH3:16][O:15][C:11]1[CH:10]=[C:9]([C:7]2[C:3]3[S:4][CH:5]=[CH:6][C:2]=3[N:18]([CH3:17])[N:19]=2)[CH:14]=[CH:13][CH:12]=1. Reactant: Br[C:2]1[CH:6]=[CH:5][S:4][C:3]=1[C:7]([C:9]1[CH:14]=[CH:13][CH:12]=[C:11]([O:15][CH3:16])[CH:10]=1)=O.[CH3:17][NH:18][NH2:19]. The catalyst class is: 196.